From a dataset of Reaction yield outcomes from USPTO patents with 853,638 reactions. Predict the reaction yield, written as a fraction of the theoretical maximum amount of product (1.0 means a 100% yield; for example, 0.34 means a 34% yield). (1) The reactants are [C:1]([O:5][C:6]([N:8]1[CH2:42][CH2:41][CH2:40][C:10]2([CH2:15][N:14]([CH2:16][C:17]3[C:22]([O:23][CH3:24])=[CH:21][C:20]([O:25][CH3:26])=[CH:19][C:18]=3[O:27][CH3:28])[C:13](=[O:29])[C:12]3[CH:30]=[C:31]([C:33]4[CH:38]=[CH:37][N:36]=[C:35](Cl)[N:34]=4)[NH:32][C:11]2=3)[CH2:9]1)=[O:7])([CH3:4])([CH3:3])[CH3:2].C(=O)([O-])[O-].[Na+].[Na+].C1(P(C2CCCCC2)C2C=CC=CC=2C2C=CC=CC=2N(C)C)CCCCC1.[N+:77]([C:80]1[CH:86]=[CH:85][CH:84]=[CH:83][C:81]=1[NH2:82])([O-:79])=[O:78]. The catalyst is C(O)(CC)(C)C.C1C=CC(/C=C/C(/C=C/C2C=CC=CC=2)=O)=CC=1.C1C=CC(/C=C/C(/C=C/C2C=CC=CC=2)=O)=CC=1.C1C=CC(/C=C/C(/C=C/C2C=CC=CC=2)=O)=CC=1.[Pd].[Pd]. The product is [N+:77]([C:80]1[CH:86]=[CH:85][CH:84]=[CH:83][C:81]=1[NH:82][C:35]1[N:34]=[C:33]([C:31]2[NH:32][C:11]3[C:10]4([CH2:40][CH2:41][CH2:42][N:8]([C:6]([O:5][C:1]([CH3:2])([CH3:3])[CH3:4])=[O:7])[CH2:9]4)[CH2:15][N:14]([CH2:16][C:17]4[C:22]([O:23][CH3:24])=[CH:21][C:20]([O:25][CH3:26])=[CH:19][C:18]=4[O:27][CH3:28])[C:13](=[O:29])[C:12]=3[CH:30]=2)[CH:38]=[CH:37][N:36]=1)([O-:79])=[O:78]. The yield is 0.510. (2) The reactants are [OH-].[Na+].[C:3]([N:6]1[C:16]2[C:11](=[CH:12][C:13]([I:17])=[CH:14][CH:15]=2)[C:9](=O)[C:7]1=[O:8])(=[O:5])[CH3:4].N1C2C(=CC=CC=2)C=CC1=[O:28].Cl. The catalyst is O. The product is [I:17][C:13]1[CH:12]=[C:11]2[C:16](=[CH:15][CH:14]=1)[NH:6][C:3](=[O:5])[CH:4]=[C:9]2[C:7]([OH:28])=[O:8]. The yield is 0.360.